Predict the product of the given reaction. From a dataset of Forward reaction prediction with 1.9M reactions from USPTO patents (1976-2016). (1) Given the reactants [Br:1][C:2]1[C:3](S(C)(=O)=O)=[N:4][C:5]([NH:8][C:9]2[CH:14]=[CH:13][C:12]([F:15])=[C:11]([Cl:16])[CH:10]=2)=[N:6][CH:7]=1.C(N(CC)C(C)C)(C)C.[NH2:30][CH:31]1[CH2:36][CH2:35][N:34]([C:37](=[O:39])[CH3:38])[CH2:33][CH2:32]1.O, predict the reaction product. The product is: [Br:1][C:2]1[C:3]([NH:30][CH:31]2[CH2:36][CH2:35][N:34]([C:37](=[O:39])[CH3:38])[CH2:33][CH2:32]2)=[N:4][C:5]([NH:8][C:9]2[CH:14]=[CH:13][C:12]([F:15])=[C:11]([Cl:16])[CH:10]=2)=[N:6][CH:7]=1. (2) Given the reactants [C:1]([O:5][C:6]([N:8]1[CH2:15][CH:14]2[CH:10]([CH2:11][NH:12][CH2:13]2)[CH2:9]1)=[O:7])([CH3:4])([CH3:3])[CH3:2].[C:16](O)(=[O:19])[CH2:17][CH3:18].C(N(CC)CC)C.F[P-](F)(F)(F)(F)F.N1(OC(N(C)C)=[N+](C)C)C2C=CC=CC=2N=N1, predict the reaction product. The product is: [C:1]([O:5][C:6]([N:8]1[CH2:9][CH:10]2[CH:14]([CH2:13][N:12]([C:16](=[O:19])[CH2:17][CH3:18])[CH2:11]2)[CH2:15]1)=[O:7])([CH3:4])([CH3:2])[CH3:3].